This data is from Reaction yield outcomes from USPTO patents with 853,638 reactions. The task is: Predict the reaction yield, written as a fraction of the theoretical maximum amount of product (1.0 means a 100% yield; for example, 0.34 means a 34% yield). The reactants are [CH2:1]([O:3][C:4](=[O:25])[C:5]1[CH:10]=[CH:9][CH:8]=[C:7]([N:11]2[C:15]([CH3:16])=[CH:14][CH:13]=[C:12]2[C:17]2[CH:22]=[C:21]([Br:23])[CH:20]=[CH:19][C:18]=2[OH:24])[CH:6]=1)[CH3:2].C([O-])([O-])=O.[K+].[K+].[Cl:32][C:33]1[CH:34]=[C:35]([CH:38]=[CH:39][C:40]=1[Cl:41])[CH2:36]Br. The catalyst is CN(C=O)C. The product is [CH2:1]([O:3][C:4](=[O:25])[C:5]1[CH:10]=[CH:9][CH:8]=[C:7]([N:11]2[C:15]([CH3:16])=[CH:14][CH:13]=[C:12]2[C:17]2[CH:22]=[C:21]([Br:23])[CH:20]=[CH:19][C:18]=2[O:24][CH2:36][C:35]2[CH:38]=[CH:39][C:40]([Cl:41])=[C:33]([Cl:32])[CH:34]=2)[CH:6]=1)[CH3:2]. The yield is 0.570.